From a dataset of Experimentally validated miRNA-target interactions with 360,000+ pairs, plus equal number of negative samples. Binary Classification. Given a miRNA mature sequence and a target amino acid sequence, predict their likelihood of interaction. (1) The miRNA is hsa-miR-4739 with sequence AAGGGAGGAGGAGCGGAGGGGCCCU. The protein sequence of the target gene is MQGLNHTSVSEFILVGFSAFPHLQLMLFLLFLLMYLFTLLGNLLIMATVWSERSLHMPMYLFLCALSITEILYTVAIIPRMLADLLSTQRSIAFLACASQMFFSFSFGFTHSFLLTVMGYDRYVAICHPLRYNVLMSLRGCTCRVGCSWAGGLVMGMVVTSAIFHLAFCGHKEIHHFFCHVPPLLKLACGDDVLVVAKGVGLVCITALLGCFLLILLSYAFIVAAILKIPSAEGRNKAFSTCASHLTVVVVHYGFASVIYLKPKGPQSPEGDTLMGITYTVLTPFLSPIIFSLRNKELKV.... Result: 0 (no interaction). (2) The miRNA is mmu-miR-329-3p with sequence AACACACCCAGCUAACCUUUUU. The protein sequence of the target gene is MATVFCKVGGGEEAVPKKEALNVINVIDQLPKPCPNPKFINRSMATKGLLLPSRRSLASFSEEENTDVMMHMPVEDSEYSSDDTSMSPIPSTLMNPIKMAVTQPNSSFFAGILEGELNKLSLASVVKNTEKDNLAICPRSSKSQIATRGLLDLDNPALDTDTSSTRSESSVVLDVPEVPFICEHTVGDSTAVISWTYAAGKQQVSFYQVLLQEATKPADKDTPKIKTRPWIFNKILGTTVKLMELKSNTSYCLTVRAANTAGVGKWCKPYKFATVSTDFNSFPETNPIQVTVQRKQPHRR.... Result: 1 (interaction). (3) The miRNA is hsa-miR-412-5p with sequence UGGUCGACCAGUUGGAAAGUAAU. The protein sequence of the target gene is MESERDMYRQFQDWCLRTYGDSGKTKTVTRKKYERIVQLLNGSESSSTDNAKFKFWVKSKGFQLGQPDEVRGGGGGAKQVLYVPVKTTDGVGVDEKLSLRRVAVVEDFFDIIYSMHVETGPNGEQIRKHAGQKRTYKAISESYAFLPREAVTRFLMSCSECQKRMHLNPDGTDHKDNGKPPTLVTSMIDYNMPITMAYMKHMKLQLLNSQQDEDESSIESDEFDMSDSTRMSAVNSDLSSNLEERMQSPQNLHGQQDDDSAAESFNGNETLGHSSIASGGTHSREMGDSNSDGKTGLEQD.... Result: 0 (no interaction). (4) The miRNA is hsa-miR-650 with sequence AGGAGGCAGCGCUCUCAGGAC. The protein sequence of the target gene is MGHNGSWISPNASEPHNASGAEAAGVNRSALGEFGEAQLYRQFTTTVQVVIFIGSLLGNFMVLWSTCRTTVFKSVTNRFIKNLACSGICASLVCVPFDIILSTSPHCCWWIYTMLFCKVVKFLHKVFCSVTILSFPAIALDRYYSVLYPLERKISDAKSRELVMYIWAHAVVASVPVFAVTNVADIYATSTCTEVWSNSLGHLVYVLVYNITTVIVPVVVVFLFLILIRRALSASQKKKVIIAALRTPQNTISIPYASQREAELHATLLSMVMVFILCSVPYATLVVYQTVLNVPDTSVF.... Result: 0 (no interaction). (5) The miRNA is hsa-miR-6881-3p with sequence AUCCUCUUUCGUCCUUCCCACU. The protein sequence of the target gene is MGKRLDQPQMYPQYTYYYPHYLQTKQSYAPAPHPMAPPSPSTNSSSNNSSNNSSGEQLSKTNLYIRGLPPGTTDQDLIKLCQPYGKIVSTKAILDKNTNQCKGYGFVDFDSPAAAQKAVASLKANGVQAQMAKQQEQDPTNLYISNLPISMDEQELENMLKPFGHVISTRILRDANGVSRGVGFARMESTEKCEVVIQHFNGKYLKTPPGIPAPSEPLLCKFADGGQKKRQNQSKYTQNGRPWPREGEAGMALTYDPTAAIQNGFYSSPYSIATNRMIPQTSITPFIAASPVSTYQVQST.... Result: 1 (interaction). (6) The miRNA is hsa-miR-519d-5p with sequence CCUCCAAAGGGAAGCGCUUUCUGUU. The protein sequence of the target gene is MKFQGPLACLLLALCLGSGEAGPLQSGEESTGTNIGEALGHGLGDALSEGVGKAIGKEAGGAAGSKVSEALGQGTREAVGTGVRQVPGFGVADALGNRVGEAAHALGNTGHEIGRQAEDVIRHGADAVRGSWQGVPGHNGAWETSGGHGIFGSQGGLGGQGQGNPGGLGTPWVHGYPGNSAGSFGMNPQGAPWGQGGNGGPPNFGTNTQGAVAQPGYGSVRASNQNEGCTNPPPSGSGGGSSNSGGGSGSQSGSSGSGSNGDNNNGSSSGGSSSGSSSGGSSGGSSGGSSGNSGGSRGDS.... Result: 0 (no interaction). (7) The miRNA is hsa-miR-6867-5p with sequence UGUGUGUGUAGAGGAAGAAGGGA. The protein sequence of the target gene is MIIKEYRIPLPMTVDEYRIAQLYMIQKKSRNETHGQGSGVEILENRPYTDGPGGSGQYTHKVYHVGMHIPGWFRSILPKAALRVVEESWNAYPYTRTRFTCPFVEKFSIDIETFYKTDTGENNNVFNLSPVEKSQLITDIIDIVKDPVPPSEYKTEEDPKLFQSVKTCRGPLSENWIQEYKKRLLPIMCAYKLCKVEFRYWGMQSKIERFIHDTGLRRVMVRAHRQAWCWQDEWYGLTMEKIRELEREVQLMLSRKMAQFSEEGPSELSKDSATKDQASGTTSDPGSKNGEPLGRGLKKQ.... Result: 0 (no interaction).